From a dataset of Full USPTO retrosynthesis dataset with 1.9M reactions from patents (1976-2016). Predict the reactants needed to synthesize the given product. (1) Given the product [Cl:1][C:2]1[CH:3]=[CH:4][C:5]([C:8]2[N:9]([CH2:16][CH3:17])[CH:10]=[CH:11][C:12]=2[CH3:13])=[CH:6][CH:7]=1, predict the reactants needed to synthesize it. The reactants are: [Cl:1][C:2]1[CH:7]=[CH:6][C:5]([C:8]2[NH:9][CH:10]=[CH:11][C:12]=2[CH3:13])=[CH:4][CH:3]=1.[H-].[Na+].[CH2:16](I)[CH3:17]. (2) The reactants are: [F:1][C:2]1[CH:3]=[C:4]([N+:20]([O-])=O)[CH:5]=[C:6]2[C:10]=1[NH:9][N:8]=[C:7]2[NH:11][C:12](=[O:19])[C:13]1[CH:18]=[CH:17][CH:16]=[CH:15][CH:14]=1. Given the product [NH2:20][C:4]1[CH:5]=[C:6]2[C:10](=[C:2]([F:1])[CH:3]=1)[NH:9][N:8]=[C:7]2[NH:11][C:12](=[O:19])[C:13]1[CH:18]=[CH:17][CH:16]=[CH:15][CH:14]=1, predict the reactants needed to synthesize it. (3) Given the product [Br:1][C:2]1[CH:5]=[C:12]2[CH:11]=[N:10][NH:9][C:8]2=[N:7][CH:3]=1, predict the reactants needed to synthesize it. The reactants are: [Br:1][CH:2]([CH:5]=O)[CH:3]=O.[NH2:7][C:8]1[CH:12]=[CH:11][NH:10][N:9]=1.